From a dataset of Full USPTO retrosynthesis dataset with 1.9M reactions from patents (1976-2016). Predict the reactants needed to synthesize the given product. (1) The reactants are: [C:1]1([CH:7]([C:10]2[CH:15]=[CH:14][CH:13]=[CH:12][CH:11]=2)[C:8]#[N:9])[CH:6]=[CH:5][CH:4]=[CH:3][CH:2]=1.CC([O-])(C)C.[K+].[CH2:22]([N:24]1[CH2:28][CH2:27][C@H:26](C2C=C(C)C=CC=2S([O-])(=O)=O)[CH2:25]1)[CH3:23].O. Given the product [CH2:22]([N:24]1[CH2:28][CH2:27][C@H:26]([C:7]([C:1]2[CH:2]=[CH:3][CH:4]=[CH:5][CH:6]=2)([C:10]2[CH:11]=[CH:12][CH:13]=[CH:14][CH:15]=2)[C:8]#[N:9])[CH2:25]1)[CH3:23], predict the reactants needed to synthesize it. (2) The reactants are: [F:1][C:2]1[CH:28]=[C:27]([N+:29]([O-:31])=[O:30])[CH:26]=[CH:25][C:3]=1[O:4][C:5]1[CH:6]=[C:7]2[C:11](=[CH:12][C:13]=1[C:14]([O:16][CH2:17][CH3:18])=[O:15])[N:10](C1CCCCO1)[N:9]=[CH:8]2.FC(F)(F)C(O)=O.CC(C)=O. Given the product [F:1][C:2]1[CH:28]=[C:27]([N+:29]([O-:31])=[O:30])[CH:26]=[CH:25][C:3]=1[O:4][C:5]1[CH:6]=[C:7]2[C:11](=[CH:12][C:13]=1[C:14]([O:16][CH2:17][CH3:18])=[O:15])[NH:10][N:9]=[CH:8]2, predict the reactants needed to synthesize it. (3) Given the product [Cl:1][C:2]([Cl:20])([Cl:19])[CH2:3][O:4][C:5](=[O:18])[CH:6]([S:30][CH2:29][CH2:28][C:25]1[CH:26]=[CH:27][C:22]([F:21])=[CH:23][CH:24]=1)[CH2:7][C:8]1[CH:13]=[CH:12][C:11]([CH2:14][CH2:15][OH:16])=[CH:10][CH:9]=1, predict the reactants needed to synthesize it. The reactants are: [Cl:1][C:2]([Cl:20])([Cl:19])[CH2:3][O:4][C:5](=[O:18])[CH:6](Cl)[CH2:7][C:8]1[CH:13]=[CH:12][C:11]([CH2:14][CH2:15][OH:16])=[CH:10][CH:9]=1.[F:21][C:22]1[CH:27]=[CH:26][C:25]([CH2:28][CH2:29][SH:30])=[CH:24][CH:23]=1.COC(=O)C(SCCC1C=CC(F)=CC=1)CC1C=CC(C(C)(C)O[SiH2]C(C)(C)C)=CC=1. (4) Given the product [Cl:8][C:4]1[CH:5]=[N:6][CH:7]=[C:2]([O:21][C:17]2[CH:18]=[CH:19][CH:20]=[C:15]([C:9]3[CH:10]=[CH:11][CH:12]=[CH:13][CH:14]=3)[CH:16]=2)[N:3]=1, predict the reactants needed to synthesize it. The reactants are: Cl[C:2]1[CH:7]=[N:6][CH:5]=[C:4]([Cl:8])[N:3]=1.[C:9]1([C:15]2[CH:16]=[C:17]([OH:21])[CH:18]=[CH:19][CH:20]=2)[CH:14]=[CH:13][CH:12]=[CH:11][CH:10]=1. (5) Given the product [CH2:14]([C:18]1[N:22]([C:23]([CH3:26])([CH3:25])[CH3:24])[N:21]=[C:20]([C:27]#[N:29])[CH:19]=1)[CH2:15][CH2:16][CH3:17], predict the reactants needed to synthesize it. The reactants are: FC(F)(F)C(OC(=O)C(F)(F)F)=O.[CH2:14]([C:18]1[N:22]([C:23]([CH3:26])([CH3:25])[CH3:24])[N:21]=[C:20]([C:27]([NH2:29])=O)[CH:19]=1)[CH2:15][CH2:16][CH3:17].C(N(CC)CC)C. (6) Given the product [CH:37]1([C:35]([NH:34][C:32]2[N:33]=[C:28]3[CH:27]=[CH:26][C:25]([O:24][C:23]4[CH:40]=[CH:41][C:42]([F:43])=[C:21]([NH:20][C:8]([C:4]5[O:3][C:2]([CH3:1])=[N:6][C:5]=5[CH3:7])=[O:10])[CH:22]=4)=[CH:30][N:29]3[N:31]=2)=[O:36])[CH2:38][CH2:39]1, predict the reactants needed to synthesize it. The reactants are: [CH3:1][C:2]1[O:3][C:4]([C:8]([OH:10])=O)=[C:5]([CH3:7])[N:6]=1.O1CCCC1.S(Cl)(Cl)=O.[NH2:20][C:21]1[CH:22]=[C:23]([CH:40]=[CH:41][C:42]=1[F:43])[O:24][C:25]1[CH:26]=[CH:27][C:28]2[N:29]([N:31]=[C:32]([NH:34][C:35]([CH:37]3[CH2:39][CH2:38]3)=[O:36])[N:33]=2)[CH:30]=1.